This data is from Forward reaction prediction with 1.9M reactions from USPTO patents (1976-2016). The task is: Predict the product of the given reaction. (1) Given the reactants [O:1]([CH:8]1[C:16]2[C:11](=[CH:12][C:13]([C:17]([O:19]C)=[O:18])=[CH:14][CH:15]=2)[CH2:10][CH2:9]1)[C:2]1[CH:7]=[CH:6][CH:5]=[CH:4][CH:3]=1.O.[OH-].[Li+], predict the reaction product. The product is: [O:1]([CH:8]1[C:16]2[C:11](=[CH:12][C:13]([C:17]([OH:19])=[O:18])=[CH:14][CH:15]=2)[CH2:10][CH2:9]1)[C:2]1[CH:7]=[CH:6][CH:5]=[CH:4][CH:3]=1. (2) Given the reactants [Br:1][C:2]1[CH:3]=[C:4]([NH2:21])[C:5]([NH:8][CH2:9][C:10]2[CH:20]=[CH:19][C:13]3[N:14]=[C:15]([S:17][CH3:18])[O:16][C:12]=3[CH:11]=2)=[CH:6][CH:7]=1.[CH:22](OCC)(OCC)OCC, predict the reaction product. The product is: [Br:1][C:2]1[CH:7]=[CH:6][C:5]2[N:8]([CH2:9][C:10]3[CH:20]=[CH:19][C:13]4[N:14]=[C:15]([S:17][CH3:18])[O:16][C:12]=4[CH:11]=3)[CH:22]=[N:21][C:4]=2[CH:3]=1. (3) Given the reactants [OH:1][C:2]1[S:3][C:4]2[CH:10]=[CH:9][CH:8]=[CH:7][C:5]=2[N:6]=1.C([O-])([O-])=O.[K+].[K+].Br[CH2:18][CH2:19][CH2:20][CH2:21][CH2:22][Cl:23], predict the reaction product. The product is: [Cl:23][CH2:22][CH2:21][CH2:20][CH2:19][CH2:18][O:1][C:2]1[S:3][C:4]2[CH:10]=[CH:9][CH:8]=[CH:7][C:5]=2[N:6]=1. (4) Given the reactants Br[C:2]1[CH:11]=[CH:10][CH:9]=[C:8]2[C:3]=1[CH:4]=[C:5]([O:12][CH3:13])[CH:6]=[N:7]2.C[CH2:15][O:16]CC, predict the reaction product. The product is: [CH3:13][O:12][C:5]1[CH:6]=[N:7][C:8]2[CH:9]=[CH:10][CH:11]=[C:2]([CH:15]=[O:16])[C:3]=2[CH:4]=1. (5) Given the reactants [CH3:1][N:2]1[C:10]2[C:5](=[C:6]([NH2:11])[CH:7]=[CH:8][CH:9]=2)[CH:4]=[N:3]1.[N:12]([C:15]1[CH:16]=[C:17]([S:23]([NH2:26])(=[O:25])=[O:24])[CH:18]=[CH:19][C:20]=1[O:21][CH3:22])=[C:13]=[S:14].CS(C1C=CC(OC)=C(NC(NC2C=CC=C3C=2C=NN3C)=S)C=1)(=O)=O, predict the reaction product. The product is: [CH3:22][O:21][C:20]1[CH:19]=[CH:18][C:17]([S:23]([NH2:26])(=[O:25])=[O:24])=[CH:16][C:15]=1[NH:12][C:13]([NH:11][C:6]1[CH:7]=[CH:8][CH:9]=[C:10]2[C:5]=1[CH:4]=[N:3][N:2]2[CH3:1])=[S:14]. (6) Given the reactants [C:1]([O:4][CH:5]([CH3:9])[C:6]([OH:8])=[O:7])(=[O:3])[CH3:2].[OH-].[K+].[C:12](OC=C)(=O)[CH3:13], predict the reaction product. The product is: [CH:12]([C:5]([CH3:9])([OH:4])[C:6]([OH:8])=[O:7])=[CH2:13].[CH:12]([O:7][C:6](=[O:8])[CH:5]([O:4][C:1](=[O:3])[CH3:2])[CH3:9])=[CH2:13]. (7) Given the reactants [CH:1]1([CH2:6][C:7]([O:9][CH3:10])=[O:8])[CH2:5][CH2:4][CH2:3][CH2:2]1.[Cl:11][C:12]1[CH:19]=[CH:18][C:15]([CH2:16]Br)=[CH:14][CH:13]=1.C[Si]([N-][Si](C)(C)C)(C)C.[Na+], predict the reaction product. The product is: [Cl:11][C:12]1[CH:19]=[CH:18][C:15]([CH2:16][CH:6]([CH:1]2[CH2:5][CH2:4][CH2:3][CH2:2]2)[C:7]([O:9][CH3:10])=[O:8])=[CH:14][CH:13]=1.